From a dataset of Full USPTO retrosynthesis dataset with 1.9M reactions from patents (1976-2016). Predict the reactants needed to synthesize the given product. (1) Given the product [CH3:1][C:2]1[CH:3]=[C:4]([C:17]2[S:21][C:20]([N:22]3[CH2:28][CH2:27][CH2:26][NH:25][C:24](=[O:29])[CH2:23]3)=[N:19][CH:18]=2)[CH:5]=[C:6]([NH:8][C:9]2[N:10]=[C:11]([S:42]([CH3:31])(=[O:45])=[O:41])[CH:12]=[CH:13][N:14]=2)[CH:7]=1, predict the reactants needed to synthesize it. The reactants are: [CH3:1][C:2]1[CH:3]=[C:4]([C:17]2[S:21][C:20]([N:22]3[CH2:28][CH2:27][CH2:26][NH:25][C:24](=[O:29])[CH2:23]3)=[N:19][CH:18]=2)[CH:5]=[C:6]([NH:8][C:9]2[N:14]=[C:13](SC)[CH:12]=[CH:11][N:10]=2)[CH:7]=1.Cl[C:31]1C=CC=C(C(OO)=O)C=1.[O-:41][S:42]([O-:45])(=S)=O.[Na+].[Na+]. (2) Given the product [C:40]([NH:44][CH2:1][CH2:4][C:5]1[CH:39]=[CH:38][C:8]([CH2:9][CH2:10][CH2:11][NH:12][C:13]2[CH:18]=[C:17]([O:19][CH3:20])[CH:16]=[CH:15][C:14]=2[C@@H:21]2[CH2:22][CH2:23][C:28]3[CH:27]=[C:26]([OH:31])[CH:25]=[CH:24][C:29]=3[CH2:30]2)=[CH:7][CH:6]=1)([CH3:43])([CH3:42])[CH3:41], predict the reactants needed to synthesize it. The reactants are: [C:1]([CH2:4][C:5]1[CH:39]=[CH:38][C:8]([CH2:9][CH2:10][CH2:11][NH:12][C:13]2[CH:18]=[C:17]([O:19][CH3:20])[CH:16]=[CH:15][C:14]=2[C@@H:21]2[CH2:30][CH2:29][C:28]3[CH:27]=[C:26]([O:31]C(=O)C(C)(C)C)[CH:25]=[CH:24][C:23]=3[CH2:22]2)=[CH:7][CH:6]=1)(O)=O.[C:40]([NH2:44])([CH3:43])([CH3:42])[CH3:41]. (3) The reactants are: [Cl:1][C:2]1[CH:3]=[CH:4][C:5]([O:15][CH2:16][CH:17]([CH3:19])[CH3:18])=[C:6]([C:8](=O)[CH2:9][CH2:10][C:11](=O)[CH3:12])[CH:7]=1.[CH2:20]([O:22][C:23](=[O:32])[C:24]1[C:29]([CH3:30])=[CH:28][CH:27]=[C:26]([NH2:31])[CH:25]=1)[CH3:21].CC1C=CC(S(O)(=O)=O)=CC=1.Cl. Given the product [CH2:20]([O:22][C:23](=[O:32])[C:24]1[C:29]([CH3:30])=[CH:28][CH:27]=[C:26]([N:31]2[C:11]([CH3:12])=[CH:10][CH:9]=[C:8]2[C:6]2[CH:7]=[C:2]([Cl:1])[CH:3]=[CH:4][C:5]=2[O:15][CH2:16][CH:17]([CH3:19])[CH3:18])[CH:25]=1)[CH3:21], predict the reactants needed to synthesize it. (4) Given the product [C:1]([C:5]1[N:6]=[C:7]([N:22]2[CH2:23][CH2:24][CH:26]([OH:25])[CH2:27]2)[C:8]2[N:13]=[N:12][N:11]([CH2:14][C:15]3[CH:20]=[CH:19][CH:18]=[CH:17][C:16]=3[Cl:21])[C:9]=2[N:10]=1)([CH3:2])([CH3:3])[CH3:4], predict the reactants needed to synthesize it. The reactants are: [C:1]([C:5]1[N:6]=[C:7]([N:22]2[CH2:27][CH2:26][O:25][CH2:24][CH2:23]2)[C:8]2[N:13]=[N:12][N:11]([CH2:14][C:15]3[CH:20]=[CH:19][CH:18]=[CH:17][C:16]=3[Cl:21])[C:9]=2[N:10]=1)([CH3:4])([CH3:3])[CH3:2].C(C1N=C(Cl)C2N=NN(CC3C=CC=CC=3Cl)C=2N=1)(C)(C)C.N1CCC(O)C1.